The task is: Regression. Given a peptide amino acid sequence and an MHC pseudo amino acid sequence, predict their binding affinity value. This is MHC class II binding data.. This data is from Peptide-MHC class II binding affinity with 134,281 pairs from IEDB. The peptide sequence is QLIYPLISPSFLVYS. The MHC is DRB1_1101 with pseudo-sequence DRB1_1101. The binding affinity (normalized) is 0.124.